Dataset: NCI-60 drug combinations with 297,098 pairs across 59 cell lines. Task: Regression. Given two drug SMILES strings and cell line genomic features, predict the synergy score measuring deviation from expected non-interaction effect. (1) Drug 1: CN(C)N=NC1=C(NC=N1)C(=O)N. Drug 2: CC(C1=C(C=CC(=C1Cl)F)Cl)OC2=C(N=CC(=C2)C3=CN(N=C3)C4CCNCC4)N. Cell line: MDA-MB-231. Synergy scores: CSS=-1.83, Synergy_ZIP=-1.53, Synergy_Bliss=-2.95, Synergy_Loewe=-16.1, Synergy_HSA=-5.87. (2) Drug 1: C(CC(=O)O)C(=O)CN.Cl. Drug 2: N.N.Cl[Pt+2]Cl. Cell line: SNB-19. Synergy scores: CSS=51.5, Synergy_ZIP=-3.67, Synergy_Bliss=-3.59, Synergy_Loewe=-22.0, Synergy_HSA=-2.35. (3) Drug 1: C1=C(C(=O)NC(=O)N1)N(CCCl)CCCl. Drug 2: C1=CN(C(=O)N=C1N)C2C(C(C(O2)CO)O)O.Cl. Cell line: CCRF-CEM. Synergy scores: CSS=78.9, Synergy_ZIP=-1.99, Synergy_Bliss=-2.28, Synergy_Loewe=-0.742, Synergy_HSA=1.89. (4) Drug 1: CC(C)(C#N)C1=CC(=CC(=C1)CN2C=NC=N2)C(C)(C)C#N. Drug 2: CN(C(=O)NC(C=O)C(C(C(CO)O)O)O)N=O. Cell line: MDA-MB-231. Synergy scores: CSS=6.87, Synergy_ZIP=-0.720, Synergy_Bliss=2.49, Synergy_Loewe=2.14, Synergy_HSA=1.74. (5) Drug 1: C1=CC(=C2C(=C1NCCNCCO)C(=O)C3=C(C=CC(=C3C2=O)O)O)NCCNCCO. Drug 2: CC(C1=C(C=CC(=C1Cl)F)Cl)OC2=C(N=CC(=C2)C3=CN(N=C3)C4CCNCC4)N. Cell line: SK-MEL-28. Synergy scores: CSS=45.1, Synergy_ZIP=-1.51, Synergy_Bliss=3.18, Synergy_Loewe=-18.3, Synergy_HSA=0.330. (6) Drug 1: C1=CC(=CC=C1C#N)C(C2=CC=C(C=C2)C#N)N3C=NC=N3. Drug 2: C1CCC(C(C1)N)N.C(=O)(C(=O)[O-])[O-].[Pt+4]. Cell line: RXF 393. Synergy scores: CSS=9.64, Synergy_ZIP=-1.88, Synergy_Bliss=3.35, Synergy_Loewe=2.46, Synergy_HSA=2.90. (7) Drug 1: CCCS(=O)(=O)NC1=C(C(=C(C=C1)F)C(=O)C2=CNC3=C2C=C(C=N3)C4=CC=C(C=C4)Cl)F. Drug 2: C(=O)(N)NO. Cell line: CCRF-CEM. Synergy scores: CSS=6.17, Synergy_ZIP=-7.74, Synergy_Bliss=-4.57, Synergy_Loewe=-9.52, Synergy_HSA=-6.93. (8) Drug 1: COC1=C(C=C2C(=C1)N=CN=C2NC3=CC(=C(C=C3)F)Cl)OCCCN4CCOCC4. Drug 2: CN1C(=O)N2C=NC(=C2N=N1)C(=O)N. Cell line: NCI-H460. Synergy scores: CSS=13.0, Synergy_ZIP=-7.65, Synergy_Bliss=-8.42, Synergy_Loewe=-15.4, Synergy_HSA=-4.82. (9) Drug 1: CC1=C(C(=CC=C1)Cl)NC(=O)C2=CN=C(S2)NC3=CC(=NC(=N3)C)N4CCN(CC4)CCO. Drug 2: COC1=C2C(=CC3=C1OC=C3)C=CC(=O)O2. Cell line: SNB-75. Synergy scores: CSS=8.55, Synergy_ZIP=-1.31, Synergy_Bliss=3.10, Synergy_Loewe=-7.29, Synergy_HSA=1.55. (10) Synergy scores: CSS=38.6, Synergy_ZIP=4.12, Synergy_Bliss=4.81, Synergy_Loewe=-1.45, Synergy_HSA=-0.789. Drug 1: CC1=C(C=C(C=C1)NC(=O)C2=CC=C(C=C2)CN3CCN(CC3)C)NC4=NC=CC(=N4)C5=CN=CC=C5. Drug 2: CCCCC(=O)OCC(=O)C1(CC(C2=C(C1)C(=C3C(=C2O)C(=O)C4=C(C3=O)C=CC=C4OC)O)OC5CC(C(C(O5)C)O)NC(=O)C(F)(F)F)O. Cell line: SK-OV-3.